This data is from Full USPTO retrosynthesis dataset with 1.9M reactions from patents (1976-2016). The task is: Predict the reactants needed to synthesize the given product. (1) Given the product [C:19]([CH:5]([NH2:6])[CH2:4][CH2:3][Br:2])([O:18][C:15]([CH3:17])([CH3:16])[CH3:14])=[O:20], predict the reactants needed to synthesize it. The reactants are: Br.[Br:2][CH2:3][CH2:4][CH2:5][NH2:6].C(N(CC)CC)C.[CH3:14][C:15]([O:18][C:19](O[C:19]([O:18][C:15]([CH3:17])([CH3:16])[CH3:14])=[O:20])=[O:20])([CH3:17])[CH3:16].C(OCC)(=O)C. (2) Given the product [C:1]([O:5][C:6](=[O:17])[NH:7][C:8]1([CH:11]2[CH2:16][CH2:15][CH2:14][CH2:13][NH:12]2)[CH2:9][CH2:10]1)([CH3:4])([CH3:2])[CH3:3], predict the reactants needed to synthesize it. The reactants are: [C:1]([O:5][C:6](=[O:17])[NH:7][C:8]1([C:11]2[CH:16]=[CH:15][CH:14]=[CH:13][N:12]=2)[CH2:10][CH2:9]1)([CH3:4])([CH3:3])[CH3:2].[H][H]. (3) Given the product [CH3:1][N:3]([C@@H:4]1[C:13]2[N:12]=[CH:11][CH:10]=[CH:9][C:8]=2[CH2:7][CH2:6][CH2:5]1)[CH2:14][C:35]([OH:38])=[O:36], predict the reactants needed to synthesize it. The reactants are: [CH2:1]([NH:3][C@@H:4]1[C:13]2[N:12]=[CH:11][CH:10]=[CH:9][C:8]=2[CH2:7][CH2:6][CH2:5]1)C.[CH2:14](CC(OBr)=O)C1C=CC=CC=1.C(N(CC)C(C)C)(C)C.[C:35]([O-:38])(O)=[O:36].[Na+].